This data is from Forward reaction prediction with 1.9M reactions from USPTO patents (1976-2016). The task is: Predict the product of the given reaction. (1) Given the reactants [OH-].[Na+].[N+:3]([C:6]1[CH:7]=[C:8]([OH:12])[CH:9]=[CH:10][CH:11]=1)([O-:5])=[O:4].[CH3:13][O:14][C:15]1[CH:22]=[CH:21][C:18]([CH2:19]Cl)=[CH:17][CH:16]=1, predict the reaction product. The product is: [CH3:13][O:14][C:15]1[CH:22]=[CH:21][C:18]([CH2:19][O:12][C:8]2[CH:9]=[CH:10][CH:11]=[C:6]([N+:3]([O-:5])=[O:4])[CH:7]=2)=[CH:17][CH:16]=1. (2) Given the reactants [CH3:1][N:2]1[CH2:9][CH:8]2[CH:4]([CH2:5][N:6]([C:10]3[O:14][N:13]=[C:12]([C:15]4[CH:20]=[CH:19][CH:18]=[CH:17][CH:16]=4)[CH:11]=3)[CH2:7]2)[CH2:3]1.[C:21]([OH:28])(=[O:27])/[CH:22]=[CH:23]/[C:24]([OH:26])=[O:25], predict the reaction product. The product is: [C:21]([OH:28])(=[O:27])/[CH:22]=[CH:23]/[C:24]([OH:26])=[O:25].[CH3:1][N:2]1[CH2:3][CH:4]2[CH:8]([CH2:7][N:6]([C:10]3[O:14][N:13]=[C:12]([C:15]4[CH:16]=[CH:17][CH:18]=[CH:19][CH:20]=4)[CH:11]=3)[CH2:5]2)[CH2:9]1. (3) Given the reactants Br[C:2]1[CH:3]=[C:4]2[C:9](=[CH:10][CH:11]=1)[CH:8]=[N:7][N:6]=[CH:5]2.C([Sn](CCCC)(CCCC)[C:17]1[S:21][C:20]([NH:22][C:23](=[O:29])[O:24][C:25]([CH3:28])([CH3:27])[CH3:26])=[N:19][CH:18]=1)CCC.CN(C=O)C.[F-].[Cs+], predict the reaction product. The product is: [CH:8]1[C:9]2[C:4](=[CH:3][C:2]([C:17]3[S:21][C:20]([NH:22][C:23](=[O:29])[O:24][C:25]([CH3:27])([CH3:26])[CH3:28])=[N:19][CH:18]=3)=[CH:11][CH:10]=2)[CH:5]=[N:6][N:7]=1. (4) Given the reactants [F:1][C:2]([F:18])([F:17])[C:3]1[CH:16]=[CH:15][C:14]2[S:13][C:12]3[C:7](=[CH:8][CH:9]=[CH:10][CH:11]=3)[NH:6][C:5]=2[CH:4]=1.[H-].[Na+].Br[CH2:22][CH2:23][CH2:24][CH2:25][Cl:26], predict the reaction product. The product is: [Cl:26][CH2:25][CH2:24][CH2:23][CH2:22][N:6]1[C:5]2[CH:4]=[C:3]([C:2]([F:1])([F:17])[F:18])[CH:16]=[CH:15][C:14]=2[S:13][C:12]2[C:7]1=[CH:8][CH:9]=[CH:10][CH:11]=2. (5) Given the reactants [Cl:1][C:2]1[CH:24]=[C:23]([O:25][CH2:26][CH:27]=[C:28]([Cl:30])[Cl:29])[CH:22]=[C:21]([Cl:31])[C:3]=1[O:4][CH2:5][CH2:6][CH2:7][O:8][C:9]1[CH:14]=[CH:13][C:12]([C:15]2[NH:19][C:18](=O)[O:17][N:16]=2)=[CH:11][CH:10]=1.P(Cl)(Cl)([Cl:34])=O, predict the reaction product. The product is: [Cl:34][C:18]1[O:17][N:16]=[C:15]([C:12]2[CH:11]=[CH:10][C:9]([O:8][CH2:7][CH2:6][CH2:5][O:4][C:3]3[C:21]([Cl:31])=[CH:22][C:23]([O:25][CH2:26][CH:27]=[C:28]([Cl:29])[Cl:30])=[CH:24][C:2]=3[Cl:1])=[CH:14][CH:13]=2)[N:19]=1. (6) Given the reactants [Br:1][C:2]1[CH:7]=[CH:6][C:5]([C:8](=[O:13])[CH2:9][CH2:10][CH2:11]Cl)=[CH:4][CH:3]=1.[NH:14]1[CH2:19][CH2:18][CH:17]([C:20]2[CH:21]=[C:22]([NH:26][C:27](=[O:30])[CH2:28][CH3:29])[CH:23]=[CH:24][CH:25]=2)[CH2:16][CH2:15]1, predict the reaction product. The product is: [Br:1][C:2]1[CH:7]=[CH:6][C:5]([C:8](=[O:13])[CH2:9][CH2:10][CH2:11][N:14]2[CH2:19][CH2:18][CH:17]([C:20]3[CH:21]=[C:22]([NH:26][C:27](=[O:30])[CH2:28][CH3:29])[CH:23]=[CH:24][CH:25]=3)[CH2:16][CH2:15]2)=[CH:4][CH:3]=1. (7) Given the reactants [NH:1]1[CH:6]=[CH:5][C:4](=[O:7])[CH2:3][CH:2]1[C:8]1[CH:9]=[N:10][CH:11]=[CH:12][CH:13]=1.[Br:14][C:15]1[CH:20]=[C:19]([CH3:21])[C:18]([O:22][CH3:23])=[CH:17][C:16]=1[N:24]=[C:25]=[O:26], predict the reaction product. The product is: [Br:14][C:15]1[CH:20]=[C:19]([CH3:21])[C:18]([O:22][CH3:23])=[CH:17][C:16]=1[NH:24][C:25]([N:1]1[CH:6]=[CH:5][C:4](=[O:7])[CH2:3][CH:2]1[C:8]1[CH:9]=[N:10][CH:11]=[CH:12][CH:13]=1)=[O:26]. (8) Given the reactants [NH2:1][C:2]1[N:7]=[C:6]([C:8]2[CH:16]=[CH:15][C:11]3[O:12][CH2:13][O:14][C:10]=3[CH:9]=2)[C:5]([C:17]#[N:18])=[C:4](S(C)(=O)=O)[N:3]=1.[CH2:23]([NH2:31])[CH2:24][C:25]1[CH:30]=[CH:29][CH:28]=[CH:27][CH:26]=1, predict the reaction product. The product is: [NH2:1][C:2]1[N:7]=[C:6]([C:8]2[CH:16]=[CH:15][C:11]3[O:12][CH2:13][O:14][C:10]=3[CH:9]=2)[C:5]([C:17]#[N:18])=[C:4]([NH:31][CH2:23][CH2:24][C:25]2[CH:30]=[CH:29][CH:28]=[CH:27][CH:26]=2)[N:3]=1.